From a dataset of Forward reaction prediction with 1.9M reactions from USPTO patents (1976-2016). Predict the product of the given reaction. Given the reactants CO[CH:3](OC)[CH2:4][N:5]([CH3:38])[C:6]([C:8]1[N:9]([CH2:35][CH:36]=[CH2:37])[CH:10]=[C:11]([C:13]([C:19]2[CH:20]=[C:21]3[C:25](=[CH:26][CH:27]=2)[N:24]([C:28]2[CH:33]=[CH:32][C:31]([F:34])=[CH:30][CH:29]=2)[N:23]=[CH:22]3)([OH:18])[C:14]([F:17])([F:16])[F:15])[CH:12]=1)=[O:7].OS(O)(=O)=O, predict the reaction product. The product is: [CH2:35]([N:9]1[C:8]2[C:6](=[O:7])[N:5]([CH3:38])[CH:4]=[CH:3][C:12]=2[C:11]([C:13]([C:19]2[CH:20]=[C:21]3[C:25](=[CH:26][CH:27]=2)[N:24]([C:28]2[CH:33]=[CH:32][C:31]([F:34])=[CH:30][CH:29]=2)[N:23]=[CH:22]3)([OH:18])[C:14]([F:15])([F:16])[F:17])=[CH:10]1)[CH:36]=[CH2:37].